Dataset: CYP2D6 inhibition data for predicting drug metabolism from PubChem BioAssay. Task: Regression/Classification. Given a drug SMILES string, predict its absorption, distribution, metabolism, or excretion properties. Task type varies by dataset: regression for continuous measurements (e.g., permeability, clearance, half-life) or binary classification for categorical outcomes (e.g., BBB penetration, CYP inhibition). Dataset: cyp2d6_veith. (1) The compound is CC(C)CNCCc1ccccn1. The result is 0 (non-inhibitor). (2) The drug is COc1ccc(OC)c(NC(=O)CC(Cc2ccccc2OC)C(=O)O)c1. The result is 0 (non-inhibitor).